This data is from Catalyst prediction with 721,799 reactions and 888 catalyst types from USPTO. The task is: Predict which catalyst facilitates the given reaction. Reactant: C(OC(=O)[NH:7][C:8]([CH3:38])([CH2:35][CH2:36][CH3:37])[CH2:9][NH:10][C:11]([C:13]1[C:14]([CH3:34])=[N:15][N:16]2[C:21]([O:22][CH2:23][C:24]3[C:29]([F:30])=[CH:28][CH:27]=[CH:26][C:25]=3[F:31])=[CH:20][C:19]([O:32][CH3:33])=[CH:18][C:17]=12)=[O:12])(C)(C)C.FC(F)(F)C(O)=O. Product: [NH2:7][C:8]([CH3:38])([CH2:35][CH2:36][CH3:37])[CH2:9][NH:10][C:11]([C:13]1[C:14]([CH3:34])=[N:15][N:16]2[C:21]([O:22][CH2:23][C:24]3[C:25]([F:31])=[CH:26][CH:27]=[CH:28][C:29]=3[F:30])=[CH:20][C:19]([O:32][CH3:33])=[CH:18][C:17]=12)=[O:12]. The catalyst class is: 4.